Dataset: Forward reaction prediction with 1.9M reactions from USPTO patents (1976-2016). Task: Predict the product of the given reaction. Given the reactants C(O[C:6](=O)[N:7]([C:9]1[CH:14]=[CH:13][C:12]([C:15]2[CH:24]=[C:23]([F:25])[C:22]3[C:17](=[CH:18][CH:19]=[CH:20][CH:21]=3)[N:16]=2)=[CH:11][CH:10]=1)C)(C)(C)C.C(O)(C(F)(F)F)=O, predict the reaction product. The product is: [F:25][C:23]1[C:22]2[C:17](=[CH:18][CH:19]=[CH:20][CH:21]=2)[N:16]=[C:15]([C:12]2[CH:13]=[CH:14][C:9]([NH:7][CH3:6])=[CH:10][CH:11]=2)[CH:24]=1.